This data is from Forward reaction prediction with 1.9M reactions from USPTO patents (1976-2016). The task is: Predict the product of the given reaction. (1) The product is: [C:43]([S:40]([C:37]1[CH:38]=[CH:39][C:34]([NH:33][C:17](=[O:19])[CH2:16][CH2:15][CH2:14][C:11]2[CH:10]=[CH:9][C:8]([B:5]3[O:4][CH2:3][C:2]([CH3:1])([CH3:20])[CH2:7][O:6]3)=[CH:13][CH:12]=2)=[CH:35][C:36]=1[C:47]#[N:48])(=[O:42])=[O:41])([CH3:46])([CH3:44])[CH3:45]. Given the reactants [CH3:1][C:2]1([CH3:20])[CH2:7][O:6][B:5]([C:8]2[CH:13]=[CH:12][C:11]([CH2:14][CH2:15][CH2:16][C:17]([OH:19])=O)=[CH:10][CH:9]=2)[O:4][CH2:3]1.BrC1C=CC(CCCC([NH:33][C:34]2[CH:39]=[CH:38][C:37]([S:40]([C:43]([CH3:46])([CH3:45])[CH3:44])(=[O:42])=[O:41])=[C:36]([C:47]#[N:48])[CH:35]=2)=O)=CC=1, predict the reaction product. (2) Given the reactants [CH3:1][O:2][C:3](=[O:15])[C:4]1[CH:9]=[CH:8][C:7]([CH2:10][N:11]=[N+]=[N-])=[N:6][C:5]=1[Cl:14].C1(P(C2C=CC=CC=2)C2C=CC=CC=2)C=CC=CC=1, predict the reaction product. The product is: [CH3:1][O:2][C:3](=[O:15])[C:4]1[CH:9]=[CH:8][C:7]([CH2:10][NH2:11])=[N:6][C:5]=1[Cl:14]. (3) The product is: [C:27]1([C:7]2[C:16]([CH:17]=[O:18])=[C:15]([CH:19]([CH3:21])[CH3:20])[CH:14]=[C:13]3[C:8]=2[C:9](=[O:24])[CH2:10][C:11]([CH3:22])([CH3:23])[O:12]3)[CH2:32][CH2:31][CH2:30][CH2:29][CH:28]=1. Given the reactants FC(F)(F)S(O[C:7]1[C:16]([CH:17]=[O:18])=[C:15]([CH:19]([CH3:21])[CH3:20])[CH:14]=[C:13]2[C:8]=1[C:9](=[O:24])[CH2:10][C:11]([CH3:23])([CH3:22])[O:12]2)(=O)=O.[C:27]1(B(O)O)[CH2:32][CH2:31][CH2:30][CH2:29][CH:28]=1.P([O-])([O-])([O-])=O.[K+].[K+].[K+].[Cl-].[NH4+], predict the reaction product. (4) The product is: [CH3:25][C@:19]12[CH2:18][CH2:17][C:16](=[O:26])[CH:15]=[C:14]1[N:13]([CH2:27][O:28][CH2:29][CH2:30][Si:31]([CH3:32])([CH3:33])[CH3:34])[CH2:12][C@@H:11]1[C@@H:20]2[CH2:21][CH2:22][C@:23]2([CH3:24])[C:7]([C:11]3[CH:12]=[N:13][CH:14]=[CH:19][CH:20]=3)=[CH:8][CH2:9][C@H:10]21. Given the reactants FC(F)(F)S(O[C:7]1[C@:23]2([CH3:24])[C@H:10]([C@H:11]3[C@H:20]([CH2:21][CH2:22]2)[C@:19]2([CH3:25])[C:14](=[CH:15][C:16](=[O:26])[CH2:17][CH2:18]2)[N:13]([CH2:27][O:28][CH2:29][CH2:30][Si:31]([CH3:34])([CH3:33])[CH3:32])[CH2:12]3)[CH2:9][CH:8]=1)(=O)=O.C(=O)([O-])[O-].[Na+].[Na+], predict the reaction product. (5) Given the reactants Br[C:2]1[CH:3]=[C:4]2[C:8]3=[C:9]([CH2:11][CH2:12][N:7]3[C@@H:6]3[CH2:13][CH2:14][N:15]([C:17]([O:19][C:20]([CH3:23])([CH3:22])[CH3:21])=[O:18])[CH2:16][C@H:5]23)[CH:10]=1.[Cl:24][C:25]1[CH:30]=[C:29]([C:31]([F:34])([F:33])[F:32])[CH:28]=[CH:27][C:26]=1B(O)O, predict the reaction product. The product is: [Cl:24][C:25]1[CH:30]=[C:29]([C:31]([F:32])([F:33])[F:34])[CH:28]=[CH:27][C:26]=1[C:2]1[CH:3]=[C:4]2[C:8]3=[C:9]([CH2:11][CH2:12][N:7]3[C@@H:6]3[CH2:13][CH2:14][N:15]([C:17]([O:19][C:20]([CH3:21])([CH3:22])[CH3:23])=[O:18])[CH2:16][C@H:5]23)[CH:10]=1.